Dataset: Cav3 T-type calcium channel HTS with 100,875 compounds. Task: Binary Classification. Given a drug SMILES string, predict its activity (active/inactive) in a high-throughput screening assay against a specified biological target. (1) The compound is Brc1cc(C(=O)NC(CN2C(CN3C(CN=C23)Cc2ccccc2)Cc2ccc(O)cc2)C)ccc1C. The result is 0 (inactive). (2) The drug is Clc1c(=O)n(ncc1Cl)COC(=O)c1c(Cl)cccc1. The result is 0 (inactive).